The task is: Predict which catalyst facilitates the given reaction.. This data is from Catalyst prediction with 721,799 reactions and 888 catalyst types from USPTO. (1) Reactant: [SH:1][C:2]1[C:3]([CH3:11])=[C:4]([CH:8]=[CH:9][CH:10]=1)[C:5](O)=[O:6].[C:12](=O)([O-])[O-].[Cs+].[Cs+].IC.CN(C)[CH:22]=[O:23]. Product: [CH3:11][C:3]1[C:2]([S:1][CH3:12])=[CH:10][CH:9]=[CH:8][C:4]=1[C:5]([O:23][CH3:22])=[O:6]. The catalyst class is: 13. (2) Reactant: Cl[CH2:2][C:3]1[CH:8]=[CH:7][CH:6]=[C:5]([O:9][CH3:10])[C:4]=1[F:11].[C-:12]#[N:13].[Na+]. Product: [F:11][C:4]1[C:5]([O:9][CH3:10])=[CH:6][CH:7]=[CH:8][C:3]=1[CH2:2][C:12]#[N:13]. The catalyst class is: 40. (3) Reactant: C(OC([N:8]1[CH2:13][CH2:12][CH:11]([NH:14][C:15]2[CH:16]=[N:17][C:18]([O:24][C:25]3[CH:30]=[CH:29][C:28]([O:31][C:32]4[CH:37]=[CH:36][CH:35]=[CH:34][CH:33]=4)=[CH:27][CH:26]=3)=[C:19]([C:21](=[O:23])[NH2:22])[CH:20]=2)[CH2:10][CH2:9]1)=O)(C)(C)C.Cl. Product: [O:31]([C:28]1[CH:29]=[CH:30][C:25]([O:24][C:18]2[N:17]=[CH:16][C:15]([NH:14][CH:11]3[CH2:10][CH2:9][NH:8][CH2:13][CH2:12]3)=[CH:20][C:19]=2[C:21]([NH2:22])=[O:23])=[CH:26][CH:27]=1)[C:32]1[CH:33]=[CH:34][CH:35]=[CH:36][CH:37]=1. The catalyst class is: 135. (4) Reactant: [Cl:1][C:2]1[CH:7]=[C:6]([Cl:8])[CH:5]=[CH:4][C:3]=1[C:9]1[N:10]([C:25]2[CH:30]=[CH:29][C:28]([OH:31])=[CH:27][CH:26]=2)[C:11]([CH3:24])=[C:12]([C:14]([NH:16][C:17]2[CH:22]=[CH:21][C:20]([CH3:23])=[CH:19][N:18]=2)=[O:15])[N:13]=1.[F:32][C:33]([F:41])([F:40])[CH2:34][CH2:35][S:36](Cl)(=[O:38])=[O:37]. Product: [F:32][C:33]([F:41])([F:40])[CH2:34][CH2:35][S:36]([O:31][C:28]1[CH:27]=[CH:26][C:25]([N:10]2[C:11]([CH3:24])=[C:12]([C:14]([NH:16][C:17]3[CH:22]=[CH:21][C:20]([CH3:23])=[CH:19][N:18]=3)=[O:15])[N:13]=[C:9]2[C:3]2[CH:4]=[CH:5][C:6]([Cl:8])=[CH:7][C:2]=2[Cl:1])=[CH:30][CH:29]=1)(=[O:38])=[O:37]. The catalyst class is: 2.